This data is from Reaction yield outcomes from USPTO patents with 853,638 reactions. The task is: Predict the reaction yield, written as a fraction of the theoretical maximum amount of product (1.0 means a 100% yield; for example, 0.34 means a 34% yield). (1) The reactants are [BH4-].[Na+].[C:3]([C:6]1[S:7][CH:8]=[C:9]([C:11]([NH:13][C@H:14]([CH3:30])[CH2:15][N:16]2[CH:20]=[CH:19][C:18]([C:21]3[CH:26]=[CH:25][C:24]([C:27]#[N:28])=[C:23]([Cl:29])[CH:22]=3)=[N:17]2)=[O:12])[N:10]=1)(=[O:5])[CH3:4]. The catalyst is C(O)C. The product is [Cl:29][C:23]1[CH:22]=[C:21]([C:18]2[CH:19]=[CH:20][N:16]([CH2:15][C@H:14]([NH:13][C:11]([C:9]3[N:10]=[C:6]([CH:3]([OH:5])[CH3:4])[S:7][CH:8]=3)=[O:12])[CH3:30])[N:17]=2)[CH:26]=[CH:25][C:24]=1[C:27]#[N:28]. The yield is 0.333. (2) The reactants are [C:1]1([CH:7]([C:35]2[CH:40]=[CH:39][CH:38]=[CH:37][CH:36]=2)[CH2:8][NH:9][C:10]2[N:18]=[C:17]([C:19]([O:21]C)=[O:20])[N:16]=[C:15]3[C:11]=2[N:12]=[CH:13][N:14]3[C@H:23]2[C@H:27]([OH:28])[C@H:26]([OH:29])[C@@H:25]([C:30]([NH:32][CH2:33][CH3:34])=[O:31])[O:24]2)[CH:6]=[CH:5][CH:4]=[CH:3][CH:2]=1.[OH-].[Na+].Cl. The catalyst is CO. The product is [C:35]1([CH:7]([C:1]2[CH:2]=[CH:3][CH:4]=[CH:5][CH:6]=2)[CH2:8][NH:9][C:10]2[N:18]=[C:17]([C:19]([OH:21])=[O:20])[N:16]=[C:15]3[C:11]=2[N:12]=[CH:13][N:14]3[C@H:23]2[C@H:27]([OH:28])[C@H:26]([OH:29])[C@@H:25]([C:30]([NH:32][CH2:33][CH3:34])=[O:31])[O:24]2)[CH:36]=[CH:37][CH:38]=[CH:39][CH:40]=1. The yield is 0.300. (3) The reactants are [Cl:1][C:2]1[C:3]([C:10]2[N:14]([CH3:15])[C:13]3[CH:16]=[CH:17][CH:18]=[CH:19][C:12]=3[N:11]=2)=[N:4][C:5](SC)=[N:6][CH:7]=1.O[O:21][S:22]([O-:24])=O.[K+].S([O-])(O[O-])(=O)=O.[K+].[K+].[CH3:34]COC(C)=O. The catalyst is C1COCC1.O. The product is [Cl:1][C:2]1[C:3]([C:10]2[N:14]([CH3:15])[C:13]3[CH:16]=[CH:17][CH:18]=[CH:19][C:12]=3[N:11]=2)=[N:4][C:5]([S:22]([CH3:34])(=[O:24])=[O:21])=[N:6][CH:7]=1. The yield is 1.00. (4) The reactants are [CH:1]([C:4]1[CH:9]=[CH:8][C:7]([CH:10]2[C:14]3([CH2:19][CH2:18][N:17]([CH3:20])[CH2:16][CH2:15]3)[O:13][C:12]3[C:21]([CH3:28])=[C:22]([CH3:27])[C:23]([NH2:26])=[C:24]([CH3:25])[C:11]2=3)=[CH:6][CH:5]=1)([CH3:3])[CH3:2].[Cl:29][C:30]1[CH:38]=[CH:37][C:33]([C:34](Cl)=[O:35])=[CH:32][CH:31]=1. The catalyst is CO. The product is [Cl:29][C:30]1[CH:38]=[CH:37][C:33]([C:34]([NH:26][C:23]2[C:22]([CH3:27])=[C:21]([CH3:28])[C:12]3[O:13][C:14]4([CH2:19][CH2:18][N:17]([CH3:20])[CH2:16][CH2:15]4)[CH:10]([C:7]4[CH:6]=[CH:5][C:4]([CH:1]([CH3:3])[CH3:2])=[CH:9][CH:8]=4)[C:11]=3[C:24]=2[CH3:25])=[O:35])=[CH:32][CH:31]=1. The yield is 0.580. (5) The reactants are [OH:1][C:2]1[CH:15]=[CH:14][C:5]([CH2:6][CH:7]2[S:11][C:10](=[O:12])[NH:9][C:8]2=[O:13])=[CH:4][CH:3]=1.F[C:17]1[CH:24]=[CH:23][C:20]([CH:21]=[O:22])=[CH:19][CH:18]=1.C([O-])([O-])=O.[Cs+].[Cs+].C(O)(=O)CC(CC(O)=O)(C(O)=O)O. The catalyst is CN(C=O)C.C(OCC)(=O)C. The product is [O:12]=[C:10]1[NH:9][C:8](=[O:13])[CH:7]([CH2:6][C:5]2[CH:14]=[CH:15][C:2]([O:1][C:17]3[CH:24]=[CH:23][C:20]([CH:21]=[O:22])=[CH:19][CH:18]=3)=[CH:3][CH:4]=2)[S:11]1. The yield is 0.650. (6) The reactants are [F:1][C:2]([F:12])([F:11])[O:3][C:4]1[CH:5]=[C:6]([CH:8]=[CH:9][CH:10]=1)[NH2:7].P(=O)(O)(O)O.[N+]([O-])(O)=O.[N:22]([O-])=O.[Na+].C([O-])(=O)C.[K+].[C:31]([CH2:34][C:35](=[O:37])[CH3:36])(=[O:33])[CH3:32]. The catalyst is O.C(O)C. The product is [F:1][C:2]([F:11])([F:12])[O:3][C:4]1[CH:5]=[C:6]([NH:7][N:22]=[C:34]([C:35](=[O:37])[CH3:36])[C:31](=[O:33])[CH3:32])[CH:8]=[CH:9][CH:10]=1. The yield is 0.740. (7) The reactants are [Br:1][C:2]1[CH:3]=[C:4]([CH:8]2[CH2:13][CH2:12][N:11](C(OC(C)(C)C)=O)[CH2:10][CH:9]2[O:21][CH2:22][C:23]2[CH:32]=[CH:31][C:30]3[C:25](=[CH:26][CH:27]=[CH:28][CH:29]=3)[CH:24]=2)[CH:5]=[CH:6][CH:7]=1.Cl. The yield is 0.910. The product is [Br:1][C:2]1[CH:3]=[C:4]([CH:8]2[CH2:13][CH2:12][NH:11][CH2:10][CH:9]2[O:21][CH2:22][C:23]2[CH:32]=[CH:31][C:30]3[C:25](=[CH:26][CH:27]=[CH:28][CH:29]=3)[CH:24]=2)[CH:5]=[CH:6][CH:7]=1. The catalyst is CO. (8) The reactants are [Cl:1][C:2]1[CH:3]=[C:4]2[C:8](=[CH:9][C:10]=1[O:11][CH3:12])[C:7](=O)[CH2:6][CH2:5]2.[C:14]([CH2:16][C:17]([O:19][CH2:20][CH3:21])=[O:18])#[N:15].CC(O)=O.C([O-])(=O)C.[NH4+]. The yield is 0.620. The product is [Cl:1][C:2]1[CH:3]=[C:4]2[C:8](=[CH:9][C:10]=1[O:11][CH3:12])/[C:7](=[C:16](\[C:14]#[N:15])/[C:17]([O:19][CH2:20][CH3:21])=[O:18])/[CH2:6][CH2:5]2. The catalyst is C1(C)C=CC=CC=1. (9) The reactants are C(O)(=O)C.[Br:5][C:6]1[CH:7]=[C:8]([CH:10]=[C:11]([CH:13]([F:15])[F:14])[CH:12]=1)[NH2:9].Cl[C:17]1[N:22]=[C:21]([C:23]([F:26])([F:25])[F:24])[CH:20]=[CH:19][N:18]=1. The catalyst is O1CCOCC1.C(OCC)(=O)C. The product is [Br:5][C:6]1[CH:7]=[C:8]([NH:9][C:17]2[N:22]=[C:21]([C:23]([F:26])([F:25])[F:24])[CH:20]=[CH:19][N:18]=2)[CH:10]=[C:11]([CH:13]([F:14])[F:15])[CH:12]=1. The yield is 0.340. (10) The reactants are [C:1]([O:5][C:6]([NH:8][CH2:9][CH2:10][C:11]([OH:13])=O)=[O:7])([CH3:4])([CH3:3])[CH3:2].CN1CCOCC1.C(Cl)(=O)OCC(C)C.Cl.[C:30]12([CH2:40][CH2:41][NH:42][CH2:43][CH2:44][CH2:45][CH2:46][CH3:47])[CH2:39][CH:34]3[CH2:35][CH:36]([CH2:38][CH:32]([CH2:33]3)[CH2:31]1)[CH2:37]2.C(=O)([O-])O.[Na+]. The catalyst is O1CCCC1.C(OCC)(=O)C. The product is [C:30]12([CH2:40][CH2:41][N:42]([CH2:43][CH2:44][CH2:45][CH2:46][CH3:47])[C:11](=[O:13])[CH2:10][CH2:9][NH:8][C:6]([O:5][C:1]([CH3:2])([CH3:3])[CH3:4])=[O:7])[CH2:37][CH:36]3[CH2:35][CH:34]([CH2:33][CH:32]([CH2:38]3)[CH2:31]1)[CH2:39]2. The yield is 0.850.